This data is from Forward reaction prediction with 1.9M reactions from USPTO patents (1976-2016). The task is: Predict the product of the given reaction. (1) Given the reactants Cl[CH2:2][C:3]1[C:4]([N:9]2[CH2:13][CH2:12][C@H:11]([F:14])[CH2:10]2)=[N:5][CH:6]=[CH:7][CH:8]=1.[OH:15][C:16]1[C:25]2[C:24](=[O:26])[O:23][C:22]([CH3:28])([CH3:27])[O:21][C:20]=2[CH:19]=[CH:18][CH:17]=1.C(=O)([O-])[O-].[Cs+].[Cs+], predict the reaction product. The product is: [F:14][C@H:11]1[CH2:12][CH2:13][N:9]([C:4]2[C:3]([CH2:2][O:15][C:16]3[C:25]4[C:24](=[O:26])[O:23][C:22]([CH3:28])([CH3:27])[O:21][C:20]=4[CH:19]=[CH:18][CH:17]=3)=[CH:8][CH:7]=[CH:6][N:5]=2)[CH2:10]1. (2) Given the reactants [Cl:1][C:2]1[CH:10]=[CH:9][C:8]2[NH:7][C:6]3[CH2:11][CH2:12][N:13]([CH3:16])[CH2:14][CH2:15][C:5]=3[C:4]=2[CH:3]=1.Br[CH:18]=[C:19]([C:21]1[CH:26]=[CH:25][CH:24]=[C:23]([F:27])[CH:22]=1)[CH3:20].N1CCC[C@H]1C(O)=O.[O-]P([O-])([O-])=O.[K+].[K+].[K+], predict the reaction product. The product is: [Cl:1][C:2]1[CH:10]=[CH:9][C:8]2[N:7](/[CH:18]=[C:19](/[C:21]3[CH:26]=[CH:25][CH:24]=[C:23]([F:27])[CH:22]=3)\[CH3:20])[C:6]3[CH2:11][CH2:12][N:13]([CH3:16])[CH2:14][CH2:15][C:5]=3[C:4]=2[CH:3]=1. (3) Given the reactants [Cl:1][C:2]1[CH:3]=[C:4]2[C:9](=[CH:10][C:11]=1[O:12][C:13]1[CH:18]=[CH:17][C:16]([C:19](=[O:34])[NH:20][C:21]3[CH:25]=[CH:24][N:23]([C:26]4[CH:31]=[CH:30][C:29]([F:32])=[C:28]([F:33])[CH:27]=4)[N:22]=3)=[CH:15][CH:14]=1)[O:8][CH2:7][CH2:6][CH:5]2[C:35]([O:37]CC)=[O:36].[OH-].[Na+], predict the reaction product. The product is: [Cl:1][C:2]1[CH:3]=[C:4]2[C:9](=[CH:10][C:11]=1[O:12][C:13]1[CH:18]=[CH:17][C:16]([C:19](=[O:34])[NH:20][C:21]3[CH:25]=[CH:24][N:23]([C:26]4[CH:31]=[CH:30][C:29]([F:32])=[C:28]([F:33])[CH:27]=4)[N:22]=3)=[CH:15][CH:14]=1)[O:8][CH2:7][CH2:6][CH:5]2[C:35]([OH:37])=[O:36]. (4) Given the reactants [CH3:1][O:2][C:3]1[CH:8]=[CH:7][CH:6]=[CH:5][C:4]=1[C:9]1[C:17]2[C:12](=[N:13][CH:14]=[C:15](B3OC(C)(C)C(C)(C)O3)[CH:16]=2)[N:11]([CH2:27][O:28][CH2:29][CH2:30][Si:31]([CH3:34])([CH3:33])[CH3:32])[N:10]=1.Br[C:36]1[CH:37]=[C:38]([CH:42]([N:46]([C:48](OC(C)(C)C)=O)[CH3:47])[C:43]([OH:45])=[O:44])[CH:39]=[CH:40][CH:41]=1.C(=O)([O-])[O-].[Na+].[Na+].Cl, predict the reaction product. The product is: [CH3:48][N:46]([CH:42]([C:38]1[CH:39]=[CH:40][CH:41]=[C:36]([C:15]2[CH:16]=[C:17]3[C:9]([C:4]4[CH:5]=[CH:6][CH:7]=[CH:8][C:3]=4[O:2][CH3:1])=[N:10][N:11]([CH2:27][O:28][CH2:29][CH2:30][Si:31]([CH3:33])([CH3:32])[CH3:34])[C:12]3=[N:13][CH:14]=2)[CH:37]=1)[C:43]([OH:45])=[O:44])[CH3:47]. (5) Given the reactants C([SiH](CC)CC)C.[Br:8][C:9]1[N:14]=[C:13]([C:15]([C:18]2[CH:23]=[CH:22][CH:21]=[CH:20][CH:19]=2)(O)[CH3:16])[CH:12]=[CH:11][CH:10]=1.FC(F)(F)C(O)=O, predict the reaction product. The product is: [Br:8][C:9]1[CH:10]=[CH:11][CH:12]=[C:13]([C:15]([C:18]2[CH:19]=[CH:20][CH:21]=[CH:22][CH:23]=2)=[CH2:16])[N:14]=1.